Dataset: Full USPTO retrosynthesis dataset with 1.9M reactions from patents (1976-2016). Task: Predict the reactants needed to synthesize the given product. The reactants are: [CH3:1][N:2]1[C:6]([C:7]2[CH:12]=[CH:11][CH:10]=[CH:9][CH:8]=2)=[CH:5][N:4]=[C:3]1[NH2:13].[C:14]1([CH2:20][CH2:21][C:22](Cl)=[O:23])[CH:19]=[CH:18][CH:17]=[CH:16][CH:15]=1. Given the product [CH3:1][N:2]1[C:6]([C:7]2[CH:12]=[CH:11][CH:10]=[CH:9][CH:8]=2)=[CH:5][N:4]=[C:3]1[NH:13][C:22](=[O:23])[CH2:21][CH2:20][C:14]1[CH:19]=[CH:18][CH:17]=[CH:16][CH:15]=1, predict the reactants needed to synthesize it.